This data is from CYP2C19 inhibition data for predicting drug metabolism from PubChem BioAssay. The task is: Regression/Classification. Given a drug SMILES string, predict its absorption, distribution, metabolism, or excretion properties. Task type varies by dataset: regression for continuous measurements (e.g., permeability, clearance, half-life) or binary classification for categorical outcomes (e.g., BBB penetration, CYP inhibition). Dataset: cyp2c19_veith. The molecule is COc1ccc2nccc(SCC(=O)O)c2c1. The result is 0 (non-inhibitor).